This data is from Forward reaction prediction with 1.9M reactions from USPTO patents (1976-2016). The task is: Predict the product of the given reaction. (1) Given the reactants [CH3:1][N:2]1[CH2:7][CH2:6][N:5]([C:8](=[O:18])[C:9]2[CH:14]=[CH:13][C:12]([N+:15]([O-])=O)=[CH:11][CH:10]=2)[CH2:4][CH2:3]1, predict the reaction product. The product is: [CH3:1][N:2]1[CH2:3][CH2:4][N:5]([C:8](=[O:18])[C:9]2[CH:14]=[CH:13][C:12]([NH2:15])=[CH:11][CH:10]=2)[CH2:6][CH2:7]1. (2) Given the reactants [NH2:1][C:2]1[CH:7]=[C:6]([C:8]([F:11])([F:10])[F:9])[CH:5]=[CH:4][C:3]=1[S:12]([NH:15][C:16]1[CH:17]=[CH:18][CH:19]=[C:20]2[C:25]=1[N:24]=[CH:23][CH:22]=[CH:21]2)(=[O:14])=[O:13].[F:26][C:27]([F:38])([F:37])[C:28](O[C:28](=[O:29])[C:27]([F:38])([F:37])[F:26])=[O:29].CCN(C(C)C)C(C)C, predict the reaction product. The product is: [F:26][C:27]([F:38])([F:37])[C:28]([NH:1][C:2]1[CH:7]=[C:6]([C:8]([F:9])([F:11])[F:10])[CH:5]=[CH:4][C:3]=1[S:12](=[O:13])(=[O:14])[NH:15][C:16]1[CH:17]=[CH:18][CH:19]=[C:20]2[C:25]=1[N:24]=[CH:23][CH:22]=[CH:21]2)=[O:29]. (3) Given the reactants [NH2:1][CH2:2][CH2:3][N:4]1[C:12]2[C:7](=[CH:8][CH:9]=[CH:10][CH:11]=2)[C:6]2([C:16]3=[CH:17][C:18]4[O:22][CH2:21][O:20][C:19]=4[CH:23]=[C:15]3[O:14][CH2:13]2)[C:5]1=[O:24].Br[CH2:26][CH2:27][CH2:28][CH2:29][CH2:30]Br.C(N(CC)CC)C, predict the reaction product. The product is: [N:1]1([CH2:2][CH2:3][N:4]2[C:12]3[C:7](=[CH:8][CH:9]=[CH:10][CH:11]=3)[C:6]3([C:16]4=[CH:17][C:18]5[O:22][CH2:21][O:20][C:19]=5[CH:23]=[C:15]4[O:14][CH2:13]3)[C:5]2=[O:24])[CH2:30][CH2:29][CH2:28][CH2:27][CH2:26]1. (4) Given the reactants Cl[C:2]1[N:7]=[CH:6][C:5]([O:8][C:9]2[CH:18]=[C:17]([F:19])[CH:16]=[CH:15][C:10]=2[C:11]([O:13][CH3:14])=[O:12])=[CH:4][C:3]=1[F:20].[C:21](=[O:28])([O:23][C:24]([CH3:27])([CH3:26])[CH3:25])[NH2:22].C(=O)([O-])[O-].[Cs+].[Cs+].CC1(C)C2C=CC=C(P(C3C=CC=CC=3)C3C=CC=CC=3)C=2OC2C1=CC=CC=2P(C1C=CC=CC=1)C1C=CC=CC=1, predict the reaction product. The product is: [C:24]([O:23][C:21]([NH:22][C:2]1[N:7]=[CH:6][C:5]([O:8][C:9]2[CH:18]=[C:17]([F:19])[CH:16]=[CH:15][C:10]=2[C:11]([O:13][CH3:14])=[O:12])=[CH:4][C:3]=1[F:20])=[O:28])([CH3:27])([CH3:26])[CH3:25].